This data is from Experimentally validated miRNA-target interactions with 360,000+ pairs, plus equal number of negative samples. The task is: Binary Classification. Given a miRNA mature sequence and a target amino acid sequence, predict their likelihood of interaction. (1) Result: 0 (no interaction). The protein sequence of the target gene is MAASPHTLSSRLLTGCVGGSVWYLERRTIQDSPHKFLHLLRNVNKQWITFQHFSFLKRMYVTQLNRSHNQQVRPKPEPVASPFLEKTSSGQAKAEIYEMRPLSPPSLSLSRKPNEKELIELEPDSVIEDSIDVGKETKEEKRWKEMKLQVYDLPGILARLSKIKLTALVVSTTAAGFALAPGPFDWPCFLLTSVGTGLASCAANSINQFFEVPFDSNMNRTKNRPLVRGQISPLLAVSFATCCAVPGVAILTLGVNPLTGALGLFNIFLYTCCYTPLKRISIANTWVGAVVGAIPPVMGW.... The miRNA is hsa-miR-3689b-3p with sequence CUGGGAGGUGUGAUAUUGUGGU. (2) The miRNA is hsa-miR-3686 with sequence AUCUGUAAGAGAAAGUAAAUGA. The protein sequence of the target gene is METQLQSIFEEVVKTEVIEEAFPGMFMDTPEDEKTKLISCLGAFRQFWGGLSQESHEQCIQWIVKFIHGQHSPKRISFLYDCLAMAVETGLLPPRLVCESLINSDTLEWERTQLWALTFKLVRKIIGGVDYKGVRDLLKVILEKILTIPNTVSSAVVQQLLAAREVIAYILERNACLLPAYFAVTEIRKLYPEGKLPHWLLGNLVSDFVDTFRPTARINSICGRCSLLPVVNNSGAICNSWKLDPATLRFPLKGLLPYDKDLFEPQTALLRYVLEQPYSRDMVCNMLGLNKQHKQRCPVL.... Result: 0 (no interaction). (3) The miRNA is hsa-miR-6165 with sequence CAGCAGGAGGUGAGGGGAG. The protein sequence of the target gene is MKPYFCRVFVFCFLIRLLTGEINGSADHRMFSFHNGGVQISCKYPETVQQLKMRLFREREVLCELTKTKGSGNAVSIKNPMLCLYHLSNNSVSFFLNNPDSSQGSYYFCSLSIFDPPPFQERNLSGGYLHIYESQLCCQLKLWLPVGCAAFVVVLLFGCILIIWFSKKKYGSSVHDPNSEYMFMAAVNTNKKSRLAGVTS. Result: 0 (no interaction). (4) The miRNA is hsa-miR-6809-3p with sequence CUUCUCUUCUCUCCUUCCCAG. The protein sequence of the target gene is MPAILVASKMKSGLPKPVHSAAPILHVPPARAGPQPCYLKLGSKVEVSKTTYPSQIPLKSQVLQGLQEPAGEGLPLRKSGSVENGFDTQIYTDWANHYLAKSGHKRLIRDLQQDVTDGVLLAQIIQVVANEKIEDINGCPKNRSQMIENIDACLNFLAAKGINIQGLSAEEIRNGNLKAILGLFFSLSRYKQQQQQPQKQHLSSPLPPAVSQVAGAPSQCQAGTPQQQVPVTPQAPCQPHQPAPHQQSKAQAEMQSSASSKDSSQSKIIRFTLGQKKISRLPGPTARVSAAGSEAKTRGG.... Result: 1 (interaction).